Dataset: NCI-60 drug combinations with 297,098 pairs across 59 cell lines. Task: Regression. Given two drug SMILES strings and cell line genomic features, predict the synergy score measuring deviation from expected non-interaction effect. (1) Drug 1: CN1C(=O)N2C=NC(=C2N=N1)C(=O)N. Drug 2: C1CN(CCN1C(=O)CCBr)C(=O)CCBr. Cell line: MDA-MB-231. Synergy scores: CSS=15.9, Synergy_ZIP=-3.19, Synergy_Bliss=0.157, Synergy_Loewe=1.58, Synergy_HSA=2.34. (2) Drug 1: CC1=C(C=C(C=C1)C(=O)NC2=CC(=CC(=C2)C(F)(F)F)N3C=C(N=C3)C)NC4=NC=CC(=N4)C5=CN=CC=C5. Drug 2: C1=NC2=C(N=C(N=C2N1C3C(C(C(O3)CO)O)F)Cl)N. Cell line: KM12. Synergy scores: CSS=-0.179, Synergy_ZIP=0.750, Synergy_Bliss=-1.16, Synergy_Loewe=-10.5, Synergy_HSA=-3.85. (3) Drug 1: C1CN1P(=S)(N2CC2)N3CC3. Drug 2: CC=C1C(=O)NC(C(=O)OC2CC(=O)NC(C(=O)NC(CSSCCC=C2)C(=O)N1)C(C)C)C(C)C. Cell line: OVCAR-8. Synergy scores: CSS=37.4, Synergy_ZIP=-2.63, Synergy_Bliss=-2.61, Synergy_Loewe=-16.2, Synergy_HSA=-3.30. (4) Drug 1: CC1OCC2C(O1)C(C(C(O2)OC3C4COC(=O)C4C(C5=CC6=C(C=C35)OCO6)C7=CC(=C(C(=C7)OC)O)OC)O)O. Drug 2: CS(=O)(=O)CCNCC1=CC=C(O1)C2=CC3=C(C=C2)N=CN=C3NC4=CC(=C(C=C4)OCC5=CC(=CC=C5)F)Cl. Cell line: SF-539. Synergy scores: CSS=6.24, Synergy_ZIP=-2.63, Synergy_Bliss=-0.316, Synergy_Loewe=-14.2, Synergy_HSA=-1.40.